Dataset: Forward reaction prediction with 1.9M reactions from USPTO patents (1976-2016). Task: Predict the product of the given reaction. (1) The product is: [C:14]1([N:13]=[C:10]([C:6]2[CH:7]=[CH:8][CH:9]=[C:4]([C:1](=[O:3])[CH3:2])[N:5]=2)[CH3:11])[C:23]2[C:18](=[CH:19][CH:20]=[CH:21][CH:22]=2)[CH:17]=[CH:16][CH:15]=1. Given the reactants [C:1]([C:4]1[CH:9]=[CH:8][CH:7]=[C:6]([C:10](=O)[CH3:11])[N:5]=1)(=[O:3])[CH3:2].[NH2:13][C:14]1[C:23]2[C:18](=[CH:19][CH:20]=[CH:21][CH:22]=2)[CH:17]=[CH:16][CH:15]=1, predict the reaction product. (2) Given the reactants [CH3:1][O:2][CH2:3][C@@H:4]1[CH2:8][N:7]([C:9]([O:11][C:12]([CH3:15])([CH3:14])[CH3:13])=[O:10])[C@H:6]([C:16]2[NH:20][C:19]3[C:21]4[C:26]([CH:27]=[CH:28][C:18]=3[N:17]=2)=[CH:25][C:24]2[C:29]3[C:34]([CH2:35][O:36][C:23]=2[CH:22]=4)=[CH:33][C:32](B2OC(C)(C)C(C)(C)O2)=[CH:31][CH:30]=3)[CH2:5]1.Br[C:47]1[NH:51][C:50]([C@@H:52]2[CH2:56][C@H:55]([CH3:57])[CH2:54][N:53]2[C:58](=[O:69])[C@@H:59]([NH:64][C:65](=[O:68])[O:66][CH3:67])[C@@H:60]([CH3:63])[CH2:61][CH3:62])=[N:49][CH:48]=1.C([O-])([O-])=O.[K+].[K+], predict the reaction product. The product is: [CH3:67][O:66][C:65]([NH:64][C@H:59]([C:58]([N:53]1[CH2:54][C@@H:55]([CH3:57])[CH2:56][C@H:52]1[C:50]1[NH:51][C:47]([C:32]2[CH:33]=[C:34]3[CH2:35][O:36][C:23]4[CH:22]=[C:21]5[C:26]([CH:27]=[CH:28][C:18]6[N:17]=[C:16]([C@@H:6]7[CH2:5][C@H:4]([CH2:3][O:2][CH3:1])[CH2:8][N:7]7[C:9]([O:11][C:12]([CH3:14])([CH3:15])[CH3:13])=[O:10])[NH:20][C:19]=65)=[CH:25][C:24]=4[C:29]3=[CH:30][CH:31]=2)=[CH:48][N:49]=1)=[O:69])[C@@H:60]([CH2:61][CH3:62])[CH3:63])=[O:68]. (3) Given the reactants Br[C:2]1[N:6]([CH2:7][CH2:8][CH2:9][O:10][CH3:11])[CH:5]=[N:4][C:3]=1[C:12]1[CH:17]=[C:16]([C:18]#[N:19])[CH:15]=[CH:14][N:13]=1.[Cl:20][C:21]1[CH:26]=[CH:25][C:24](B(O)O)=[CH:23][C:22]=1[F:30], predict the reaction product. The product is: [Cl:20][C:21]1[CH:26]=[CH:25][C:24]([C:2]2[N:6]([CH2:7][CH2:8][CH2:9][O:10][CH3:11])[CH:5]=[N:4][C:3]=2[C:12]2[CH:17]=[C:16]([C:18]#[N:19])[CH:15]=[CH:14][N:13]=2)=[CH:23][C:22]=1[F:30]. (4) The product is: [C:1]([O:5][C:6](=[O:13])[NH:7][CH2:8][CH2:9][CH2:10][C:11]#[C:12][C:16]1[CH:17]=[C:18]([C:19](=[O:20])[NH:21][C:22]2[CH:27]=[CH:26][C:25]([O:28][CH3:29])=[C:24]([O:30][CH3:31])[CH:23]=2)[CH:32]=[CH:33][C:15]=1[NH2:14])([CH3:4])([CH3:3])[CH3:2]. Given the reactants [C:1]([O:5][C:6](=[O:13])[NH:7][CH2:8][CH2:9][CH2:10][C:11]#[CH:12])([CH3:4])([CH3:3])[CH3:2].[NH2:14][C:15]1[CH:33]=[CH:32][C:18]([C:19]([NH:21][C:22]2[CH:27]=[CH:26][C:25]([O:28][CH3:29])=[C:24]([O:30][CH3:31])[CH:23]=2)=[O:20])=[CH:17][C:16]=1I, predict the reaction product. (5) Given the reactants [C:1]([C:3]1[CH:8]=[CH:7][C:6]([CH2:9][CH2:10][C:11]2[N:15]([CH3:16])[C:14]3[CH:17]=[CH:18][C:19]([NH:21][CH2:22][C:23]4[C:32]5[C:27](=[CH:28][CH:29]=[CH:30][CH:31]=5)[CH:26]=[CH:25][CH:24]=4)=[CH:20][C:13]=3[N:12]=2)=[CH:5][CH:4]=1)#[N:2].CN1CCOCC1.[Cl:40][CH2:41][C:42](Cl)=[O:43], predict the reaction product. The product is: [C:1]([C:3]1[CH:4]=[CH:5][C:6]([CH2:9][CH2:10][C:11]2[N:15]([CH3:16])[C:14]3[CH:17]=[CH:18][C:19]([N:21]([CH2:22][C:23]4[C:32]5[C:27](=[CH:28][CH:29]=[CH:30][CH:31]=5)[CH:26]=[CH:25][CH:24]=4)[C:42](=[O:43])[CH2:41][Cl:40])=[CH:20][C:13]=3[N:12]=2)=[CH:7][CH:8]=1)#[N:2]. (6) The product is: [CH3:49][C:38]([O:1][C:2]1[CH:3]=[C:4]([CH3:30])[C:5]([C:11](=[O:12])[N:13]([C@@H:14]2[CH2:19][CH2:18][CH2:17][N:16]([C:20]([O:22][C:23]([CH3:24])([CH3:25])[CH3:26])=[O:21])[CH2:15]2)[CH:27]([CH3:28])[CH3:29])=[CH:6][C:7]=1[N+:8]([O-:10])=[O:9])([C:39]([O:41][CH2:42][CH3:43])=[O:40])[C:44]([O:46][CH2:47][CH3:48])=[O:45]. Given the reactants [OH:1][C:2]1[C:7]([N+:8]([O-:10])=[O:9])=[CH:6][C:5]([C:11]([N:13]([CH:27]([CH3:29])[CH3:28])[C@@H:14]2[CH2:19][CH2:18][CH2:17][N:16]([C:20]([O:22][C:23]([CH3:26])([CH3:25])[CH3:24])=[O:21])[CH2:15]2)=[O:12])=[C:4]([CH3:30])[CH:3]=1.C(=O)([O-])[O-].[K+].[K+].Br[C:38]([CH3:49])([C:44]([O:46][CH2:47][CH3:48])=[O:45])[C:39]([O:41][CH2:42][CH3:43])=[O:40], predict the reaction product.